This data is from Reaction yield outcomes from USPTO patents with 853,638 reactions. The task is: Predict the reaction yield, written as a fraction of the theoretical maximum amount of product (1.0 means a 100% yield; for example, 0.34 means a 34% yield). (1) The reactants are [F:1][C:2]1[CH:3]=[C:4]([N+:9]([O-:11])=[O:10])[CH:5]=[CH:6][C:7]=1F.[OH-].[NH4+:13]. The catalyst is O. The product is [F:1][C:2]1[CH:3]=[C:4]([N+:9]([O-:11])=[O:10])[CH:5]=[CH:6][C:7]=1[NH2:13]. The yield is 0.900. (2) The reactants are [Li+].CC([N-]C(C)C)C.[CH3:9][C:10]1[CH:15]=[CH:14][N:13]=[C:12]([C:16]2[CH:21]=[CH:20][C:19]([C:22]([F:25])([F:24])[F:23])=[CH:18][CH:17]=2)[CH:11]=1.[C:26](=O)([O:29]C)[O:27][CH3:28]. The catalyst is C1COCC1. The product is [F:24][C:22]([F:25])([F:23])[C:19]1[CH:18]=[CH:17][C:16]([C:12]2[CH:11]=[C:10]([CH2:9][C:26]([O:27][CH3:28])=[O:29])[CH:15]=[CH:14][N:13]=2)=[CH:21][CH:20]=1. The yield is 0.710.